Dataset: Experimentally validated miRNA-target interactions with 360,000+ pairs, plus equal number of negative samples. Task: Binary Classification. Given a miRNA mature sequence and a target amino acid sequence, predict their likelihood of interaction. (1) The miRNA is hsa-miR-4740-3p with sequence GCCCGAGAGGAUCCGUCCCUGC. The protein sequence of the target gene is MALTDGGWCLPKRFGAAAADAGDSGPFPAREPSSPLSPISSSSSSCSRGGDRGPCGASNCRTPQLDAEAVAGPPGRSLLLSPYASHPFAAAHGAAAPGVAGPGSALSTWEDLLLFTDLDQAATASKLLWSSRGAKLSPFAAEQPEEMYQTLAALSSQGPAAYDGAPGGFVHSAAAAAAAAAAASSPVYVPTTRVGSMLSGLPYLQGAGSGPSNHAGGAGAHPGWSQASADSPPYGGGGAAGGGAAGPGGAGSATAHASARFPYSPSPPMANGAARDPGGYVAAGGTGAGSVSGGGGSLAA.... Result: 0 (no interaction). (2) The miRNA is mmu-miR-3097-3p with sequence CUCAGACCUUUCUACCUGUCAG. The protein sequence of the target gene is MISDKSPPRLSRPSYGSISSLPGPAPQPAPCRETYLSEKIPIPSADQGTFSLRKLWAFTGPGFLMSIAFLDPGNIESDLQAGAVAGFKLLWVLLWATVLGLLCQRLAARLGVVTGKDLGEVCHLYYPKVPRILLWLTIELAIVGSDMQEVIGTAISFNLLSAGRIPLWDGVLITIVDTFFFLFLDNYGLRKLEAFFGLLITIMALTFGYEYVVAHPSQGALLKGLVLPTCPGCGQPELLQAVGIVGAIIMPHNIYLHSALVKSREVDRTRRVDVREANMYFLIEATIALSVSFIINLFVM.... Result: 1 (interaction). (3) The miRNA is mmu-miR-340-5p with sequence UUAUAAAGCAAUGAGACUGAUU. The protein sequence of the target gene is MSSKPEPKDVHQLNGTGPSASPCSSDGPGREPLAGTSEFLGPDGAGVEVVIESRANAKGVREEDALLENGSQSNESDDVSTDRGPAPPSPLKETSFSIGLQVLFPFLLAGFGTVAAGMVLDIVQHWEVFQKVTEVFILVPALLGLKGNLEMTLASRLSTAANIGHMDTPKELWRMITGNMALIQVQATVVGFLASIAAVVFGWIPDGHFSIPHAFLLCASSVATAFIASLVLGMIMIGVIIGSRKIGINPDNVATPIAASLGDLITLALLSGISWGLYLELNHWRYIYPLVCAFFVALLP.... Result: 0 (no interaction). (4) The miRNA is hsa-miR-4325 with sequence UUGCACUUGUCUCAGUGA. The protein sequence of the target gene is MRPRSGGRPGATGRRRRRLRRRPRGLRCSRLPPPPPLPLLLGLLLAAAGPGAARAKETAFVEVVLFESSPSGDYTTYTTGLTGRFSRAGATLSAEGEIVQMHPLGLCNNNDEEDLYEYGWVGVVKLEQPELDPKPCLTVLGKAKRAVQRGATAVIFDVSENPEAIDQLNQGSEDPLKRPVVYVKGADAIKLMNIVNKQKVARARIQHRPPRQPTEYFDMGIFLAFFVVVSLVCLILLVKIKLKQRRSQNSMNRLAVQALEKMETRKFNSKSKGRREGSCGALDTLSSSSTSDCAICLEKY.... Result: 1 (interaction). (5) The protein sequence of the target gene is MSGTNLDGNDEFDEQLRMQELYGDGKDGDTQTDAGGEPDSLGQQPTDTPYEWDLDKKAWFPKITEDFIATYQANYGFSNDGASSSTANVEDVHARTAEEPPQEKAPEPTDARKKGEKRKAESGWFHVEEDRNTNVYVSGLPPDITVDEFIQLMSKFGIIMRDPQTEEFKVKLYKDNQGNLKGDGLCCYLKRESVELALKLLDEDEIRGYKLHVEVAKFQLKGEYDASKKKKKCKDYKKKLSMQQKQLDWRPERRAGPSRMRHERVVIIKNMFHPMDFEDDPLVLNEIREDLRVECSKFGQ.... The miRNA is hsa-miR-10b-3p with sequence ACAGAUUCGAUUCUAGGGGAAU. Result: 0 (no interaction). (6) The miRNA is mmu-miR-1197-3p with sequence UAGGACACAUGGUCUACUUCU. The protein sequence of the target gene is MSTKNFRVSDGDWICPDKKCGNVNFARRTSCNRCGREKTTEAKMMKAGGTEIGKTLAEKSRGLFSANDWQCKTCSNVNWARRSECNMCNTPKYAKLEERTGYGGGFNERENVEYIEREESDGEYDEFGRKKKKYRGKAVGPASILKEVEDKESEGEEEDEDEDLSKYKLDEDEDEDDADLSKYNLDASEEEDSNKKKSNRRSRSKSRSSHSRSSSRSSSPSSSRSRSRSRSRSSSSSQSRSRSSSRERSRSRGSKSRSSSRSHRGSSSPRKRSYSSSSSSPERNRKRSRSRSSSSGDRKK.... Result: 0 (no interaction). (7) The miRNA is hsa-miR-5190 with sequence CCAGUGACUGAGCUGGAGCCA. The protein sequence of the target gene is MDPQPPPPAQGSPPHRDRGRGRGRGRGRGRGRGRGRGGAGAPRAPLPCPTCGRLFRFPYYLSRHRLSHSGLRPHACPLCPKAFRRPAHLSRHLRGHGPQPPLRCAACPRTFPEPAQLRRHLAQEHAGSEVDLSTQRAVKEEPEASWGPQDEGVEQPATVVVAGAEEEATTQWPAGDSAPAAVPTSTDPRESEAKEAEAGAAELRAELALAAGRQEEKQVLLQADWTLLCLRCREAFATKGELKAHPCLRPEGEQEGEGGPPPRPKRHQCSICLKAFARPWSLSRHRLVHSTDRPFVCPDC.... Result: 0 (no interaction). (8) The miRNA is hsa-miR-146b-3p with sequence GCCCUGUGGACUCAGUUCUGGU. The protein sequence of the target gene is MNGTANPLLDREEHCLRLGESFEKRPRASFHTIRYDFKPASIDTSCEGELQVGKGDEVTITLPHIPGSTPPMTVFKGNKRPYQKDCVLIINHDTGEYVLEKLSSSIQVKKTRAEGSSKIQARMEQQPARPPQPSQPPPPPPPMPFRAPTKPPAGPKTSPLKDNPSPEPQLDDIKRELRAEVDIIEQMSSSSGSSSSDSESSSGSDDDSSSSAGEDNGPASPPQPSHQQPYNSRPAVANGTSRPQGSSQLMNTLRNDLQLSESGSDSDD. Result: 0 (no interaction). (9) The miRNA is hsa-miR-6810-5p with sequence AUGGGGACAGGGAUCAGCAUGGC. The protein sequence of the target gene is MYREWVVVNVFMMLYVQLVQGSSNEHGPVKRSSQSTLERSEQQIRAASSLEELLRITHSEDWKLWRCRLRLKSFTSMDSRSASHRSTRFAATFYDIETLKVIDEEWQRTQCSPRETCVEVASELGKSTNTFFKPPCVNVFRCGGCCNEESLICMNTSTSYISKQLFEISVPLTSVPELVPVKVANHTGCKCLPTAPRHPYSIIRRSIQIPEEDRCSHSKKLCPIDMLWDSNKCKCVLQEENPLAGTEDHSHLQEPALCGPHMMFDEDRCECVCKTPCPKDLIQHPKNCSCFECKESLETC.... Result: 0 (no interaction).